This data is from Forward reaction prediction with 1.9M reactions from USPTO patents (1976-2016). The task is: Predict the product of the given reaction. The product is: [Br:7][C:8]1[CH:9]=[C:10]([CH:11]=[CH2:1])[CH:13]=[C:14]([Br:16])[CH:15]=1. Given the reactants [CH3:1]C(C)([O-])C.[K+].[Br:7][C:8]1[CH:9]=[C:10]([CH:13]=[C:14]([Br:16])[CH:15]=1)[CH:11]=O, predict the reaction product.